From a dataset of Peptide-MHC class II binding affinity with 134,281 pairs from IEDB. Regression. Given a peptide amino acid sequence and an MHC pseudo amino acid sequence, predict their binding affinity value. This is MHC class II binding data. (1) The peptide sequence is RKAGKSVVVLNRKTF. The MHC is HLA-DQA10501-DQB10402 with pseudo-sequence HLA-DQA10501-DQB10402. The binding affinity (normalized) is 0. (2) The binding affinity (normalized) is 0.486. The MHC is DRB5_0101 with pseudo-sequence DRB5_0101. The peptide sequence is ALHIIAGTPEVHAVK. (3) The peptide sequence is STIFPFRRLFMVAEV. The MHC is DRB1_0701 with pseudo-sequence DRB1_0701. The binding affinity (normalized) is 0.643. (4) The peptide sequence is YDKFLANFSTVLTGK. The MHC is DRB1_0802 with pseudo-sequence DRB1_0802. The binding affinity (normalized) is 0.759. (5) The peptide sequence is VSLIAIIKGIVNLYK. The MHC is DRB1_0404 with pseudo-sequence DRB1_0404. The binding affinity (normalized) is 0.584. (6) The peptide sequence is DIVEVDRDTARRHLA. The MHC is HLA-DQA10103-DQB10603 with pseudo-sequence HLA-DQA10103-DQB10603. The binding affinity (normalized) is 0. (7) The peptide sequence is PDTTCSEIEEFRDRA. The MHC is HLA-DPA10201-DPB10101 with pseudo-sequence HLA-DPA10201-DPB10101. The binding affinity (normalized) is 0.150. (8) The peptide sequence is HVCWLEASMLLDNME. The MHC is DRB1_0701 with pseudo-sequence DRB1_0701. The binding affinity (normalized) is 0.522. (9) The peptide sequence is VVIEELFNRIPETSV. The MHC is HLA-DPA10103-DPB10401 with pseudo-sequence HLA-DPA10103-DPB10401. The binding affinity (normalized) is 0.747.